Dataset: Full USPTO retrosynthesis dataset with 1.9M reactions from patents (1976-2016). Task: Predict the reactants needed to synthesize the given product. (1) Given the product [CH3:15][CH:14]([O:16][C:20]1[CH:25]=[CH:24][CH:23]=[CH:22][N:21]=1)[CH2:13][O:12][C:11]1[CH:17]=[CH:18][C:8]([O:1][C:2]2[CH:3]=[CH:4][CH:5]=[CH:6][CH:7]=2)=[CH:9][CH:10]=1, predict the reactants needed to synthesize it. The reactants are: [O:1]([C:8]1[CH:18]=[CH:17][C:11]([O:12][CH2:13][CH:14]([OH:16])[CH3:15])=[CH:10][CH:9]=1)[C:2]1[CH:7]=[CH:6][CH:5]=[CH:4][CH:3]=1.Cl[C:20]1[CH:25]=[CH:24][CH:23]=[CH:22][N:21]=1. (2) The reactants are: [Br:1][C:2]1[CH:16]=[CH:15][C:5]([O:6][C:7]2[CH:14]=[CH:13][C:10]([CH:11]=[O:12])=[CH:9][N:8]=2)=[CH:4][C:3]=1[CH2:17][OH:18].[O:19]1[CH:24]=[CH:23][CH2:22][CH2:21][CH2:20]1.[C@]12(CS(O)(=O)=O)C(C)(C)C(CC1)CC2=O. Given the product [Br:1][C:2]1[CH:16]=[CH:15][C:5]([O:6][C:7]2[CH:14]=[CH:13][C:10]([CH:11]=[O:12])=[CH:9][N:8]=2)=[CH:4][C:3]=1[CH2:17][O:18][CH:20]1[CH2:21][CH2:22][CH2:23][CH2:24][O:19]1, predict the reactants needed to synthesize it. (3) Given the product [F:6][CH2:7][C@@H:8]1[CH2:12][CH2:11][N:10]([CH2:2][CH2:3][OH:4])[CH2:9]1, predict the reactants needed to synthesize it. The reactants are: Br[CH2:2][CH2:3][OH:4].Cl.[F:6][CH2:7][C@@H:8]1[CH2:12][CH2:11][NH:10][CH2:9]1.C([O-])([O-])=O.[K+].[K+]. (4) The reactants are: [NH2:1][C:2]1[CH:7]=[CH:6][C:5]([C:8]2[CH2:12][CH2:11][N:10]([C:13](=[O:25])[CH2:14][C:15]3[CH:20]=[CH:19][C:18]([O:21][CH3:22])=[C:17]([O:23][CH3:24])[CH:16]=3)[N:9]=2)=[CH:4][CH:3]=1.[C:26]1([CH2:32][C:33](Cl)=[O:34])[CH:31]=[CH:30][CH:29]=[CH:28][CH:27]=1. Given the product [CH3:24][O:23][C:17]1[CH:16]=[C:15]([CH2:14][C:13]([N:10]2[CH2:11][CH2:12][C:8]([C:5]3[CH:4]=[CH:3][C:2]([NH:1][C:33](=[O:34])[CH2:32][C:26]4[CH:31]=[CH:30][CH:29]=[CH:28][CH:27]=4)=[CH:7][CH:6]=3)=[N:9]2)=[O:25])[CH:20]=[CH:19][C:18]=1[O:21][CH3:22], predict the reactants needed to synthesize it.